Dataset: NCI-60 drug combinations with 297,098 pairs across 59 cell lines. Task: Regression. Given two drug SMILES strings and cell line genomic features, predict the synergy score measuring deviation from expected non-interaction effect. (1) Drug 1: C1=CC(=CC=C1CC(C(=O)O)N)N(CCCl)CCCl.Cl. Drug 2: C1=NC2=C(N=C(N=C2N1C3C(C(C(O3)CO)O)F)Cl)N. Cell line: SNB-75. Synergy scores: CSS=5.54, Synergy_ZIP=-1.11, Synergy_Bliss=0.165, Synergy_Loewe=-2.06, Synergy_HSA=-2.01. (2) Drug 1: CC1C(C(CC(O1)OC2CC(CC3=C2C(=C4C(=C3O)C(=O)C5=C(C4=O)C(=CC=C5)OC)O)(C(=O)C)O)N)O.Cl. Drug 2: CN1C(=O)N2C=NC(=C2N=N1)C(=O)N. Cell line: UACC62. Synergy scores: CSS=19.2, Synergy_ZIP=-1.98, Synergy_Bliss=5.35, Synergy_Loewe=-14.8, Synergy_HSA=3.30. (3) Drug 1: C1=NC2=C(N=C(N=C2N1C3C(C(C(O3)CO)O)F)Cl)N. Drug 2: CC(C)CN1C=NC2=C1C3=CC=CC=C3N=C2N. Cell line: HOP-62. Synergy scores: CSS=20.2, Synergy_ZIP=-0.459, Synergy_Bliss=6.76, Synergy_Loewe=7.51, Synergy_HSA=6.56.